From a dataset of KCNQ2 potassium channel screen with 302,405 compounds. Binary Classification. Given a drug SMILES string, predict its activity (active/inactive) in a high-throughput screening assay against a specified biological target. (1) The result is 0 (inactive). The drug is S(=O)(=O)(NC(C(CC)C)C(=O)N1CCC(CC1)C(=O)NCC(O)=O)c1ccc(cc1)C. (2) The drug is O(C1(C(=O)c2c(=C(C1=O)c1occc1)cc(n(c2)c1ccc(OC)cc1)CCCC)C)C(=O)c1ccc(OC)cc1. The result is 0 (inactive).